From a dataset of Forward reaction prediction with 1.9M reactions from USPTO patents (1976-2016). Predict the product of the given reaction. Given the reactants [CH2:1]([Mg]Br)[CH:2]=[CH2:3].[CH3:6][C:7](=[CH:9][CH2:10][CH2:11][C@@H:12]([CH2:14][CH:15]=[O:16])[CH3:13])[CH3:8], predict the reaction product. The product is: [CH3:13][CH:12]([CH2:11][CH2:10][CH:9]=[C:7]([CH3:8])[CH3:6])[CH2:14][CH:15]([OH:16])[CH2:3][CH:2]=[CH2:1].